This data is from Experimentally validated miRNA-target interactions with 360,000+ pairs, plus equal number of negative samples. The task is: Binary Classification. Given a miRNA mature sequence and a target amino acid sequence, predict their likelihood of interaction. (1) The miRNA is hsa-miR-4724-5p with sequence AACUGAACCAGGAGUGAGCUUCG. The protein sequence of the target gene is MVRWPGLRPCLSAILNPAGASNMAAAEVPGYLVSPQTEKHRRARNWTDAEMRGLMLVWEEFFDELKQTKRNAKVYEKMASKLFEMTGERRLGEEIKIKITNMTFQYRKLKCMTDSESIPPDWPYYLAIDRILAKVPESCEGKLPDGQQPGPSTSQTEASLSPSAKSTPLYLPYTQCSYEGHFEDDRSDSSSSLLSLKFRSEERPVKKRKMRSCHLQKKKLRLLEAMLEEQRRLSRAMEETCREVRRVLDQQNILQVQSLQLQERMMSLLEKIIAKSNV. Result: 0 (no interaction). (2) The miRNA is hsa-miR-335-5p with sequence UCAAGAGCAAUAACGAAAAAUGU. The protein sequence of the target gene is MMCEVMPTINEDTPMSQRGSQSSGSDSDSHFEQLMVNMLDERDRLLDTLRETQESLSLAQQRLQDVIYDRDSLQRQLNSALPQDIESLTGGLAGSKGADPPEFAALTKELNACREQLLEKEEEISELKAERNNTRLLLEHLECLVSRHERSLRMTVVKRQAQSPSGVSSEVEVLKALKSLFEHHKALDEKVRERLRVSLERVSALEEELAAANQEIVALREQNVHIQRKMASSEGSTESEHLEGMEPGQKVHEKRLSNGSIDSTDETSQIVELQELLEKQNYEMAQMKERLAALSSRVGE.... Result: 1 (interaction). (3) The miRNA is hsa-miR-519c-3p with sequence AAAGUGCAUCUUUUUAGAGGAU. The protein sequence of the target gene is MAVEGSTITSRIKNLLRSPSIKLRRSKAGNRREDLSSKVTLEKVLGITVSGGRGLACDPRSGLVAYPAGCVVVLFNPRKHKQHHILNSSRKTITALAFSPDGKYLVTGESGHMPAVRVWDVAEHSQVAELQEHKYGVACVAFSPSAKYIVSVGYQHDMIVNVWAWKKNIVVASNKVSSRVTAVSFSEDCSYFVTAGNRHIKFWYLDDSKTSKVNATVPLLGRSGLLGELRNNLFTDVACGRGKKADSTFCITSSGLLCEFSDRRLLDKWVELRNIDSFTTTVAHCISVSQDYIFCGCADG.... Result: 1 (interaction). (4) The miRNA is hsa-miR-143-5p with sequence GGUGCAGUGCUGCAUCUCUGGU. The protein sequence of the target gene is MWQEAMRRRRYLRDRSEEAAGGGDGLPRSRDWLYESYYCMSQQHPLIVFLLLIVMGSCLALLAVFFALGLEVEDHVAFLITVPTALAIFFAIFILVCIESVFKKLLRLFSLVIWICLVAMGYLFMCFGGTVSPWDQVSFFLFIIFVVYTMLPFNMRDAIIASVLTSSSHTIVLSVCLSATPGGKEHLVWQILANVIIFICGNLAGAYHKHLMELALQQTYQDTCNCIKSRIKLEFEKRQQERLLLSLLPAHIAMEMKAEIIQRLQGPKAGQMENTNNFHNLYVKRHTNVSILYADIVGFT.... Result: 1 (interaction). (5) The miRNA is hsa-miR-4496 with sequence GAGGAAACUGAAGCUGAGAGGG. The protein sequence of the target gene is MALQLWALTLLGLLGAGASLRPRKLDFFRSEKELNHLAVDEASGVVYLGAVNALYQLDAKLQLEQQVATGPALDNKKCTPPIEASQCHEAEMTDNVNQLLLLDPPRKRLVECGSLFKGICALRALSNISLRLFYEDGSGEKSFVASNDEGVATVGLVSSTGPGGDRVLFVGKGNGPHDNGIIVSTRLLDRTDSREAFEAYTDHATYKAGYLSTNTQQFVAAFEDGPYVFFVFNQQDKHPARNRTLLARMCREDPNYYSYLEMDLQCRDPDIHAAAFGTCLAASVAAPGSGRVLYAVFSRD.... Result: 0 (no interaction). (6) The miRNA is hsa-miR-130a-5p with sequence GCUCUUUUCACAUUGUGCUACU. The protein sequence of the target gene is MEESSVTVGTIDVSYLPSSSEYSLGRCKHTSEDWVDCGFKPTFFRSATLKWKESLMSRKRPFVGRCCYSCTPQSWERFFNPSIPSLGLRNVIYINETHTRHRGWLARRLSYILFVQERDVHKGMFATSVTENVLSSSRVQEAIAEVAAELNPDGSAQQQSKAIQKVKRKARKILQEMVATVSPGMIRLTGWVLLKLFNSFFWNIQIHKGQLEMVKAATETNLPLLFLPVHRSHIDYLLLTFILFCHNIKAPYIASGNNLNIPVFSTLIHKLGGFFIRRRLDETPDGRKDILYRALLHGHV.... Result: 0 (no interaction). (7) The miRNA is hsa-miR-363-5p with sequence CGGGUGGAUCACGAUGCAAUUU. The protein sequence of the target gene is MTSRSTARPNGQPQASKICQFKLVLLGESAVGKSSLVLRFVKGQFHEYQESTIGAAFLTQSVCLDDTTVKFEIWDTAGQERYHSLAPMYYRGAQAAIVVYDITNQETFARAKTWVKELQRQASPSIVIALAGNKADLANKRMVEYEEAQAYADDNSLLFMETSAKTAMNVNDLFLAIAKKLPKSEPQNLGGAAGRSRGVDLHEQSQQNKSQCCSN. Result: 1 (interaction).